The task is: Predict the product of the given reaction.. This data is from Forward reaction prediction with 1.9M reactions from USPTO patents (1976-2016). (1) Given the reactants [OH-].[Na+].C[O:4][C:5](=[O:29])[CH2:6][C:7]1[C:15]2[C:10](=[N:11][CH:12]=[CH:13][CH:14]=2)[N:9]([CH2:16][C:17]2[CH:22]=[CH:21][C:20]([S:23]([CH3:26])(=[O:25])=[O:24])=[CH:19][C:18]=2[Cl:27])[C:8]=1[CH3:28], predict the reaction product. The product is: [Cl:27][C:18]1[CH:19]=[C:20]([S:23]([CH3:26])(=[O:24])=[O:25])[CH:21]=[CH:22][C:17]=1[CH2:16][N:9]1[C:10]2=[N:11][CH:12]=[CH:13][CH:14]=[C:15]2[C:7]([CH2:6][C:5]([OH:29])=[O:4])=[C:8]1[CH3:28]. (2) Given the reactants [O:1]=[C:2]1[NH:7][CH2:6][CH2:5][N:4]2[N:8]=[C:9](C(O)=O)[CH:10]=[C:3]12.C1(P(N=[N+]=[N-])(C2C=CC=CC=2)=[O:21])C=CC=CC=1.CC[N:33]([CH2:36]C)CC.[F:38][C:39]1[CH:47]=[C:46]2[C:42]([CH2:43][CH2:44][N:45]2[CH:48]2[CH2:53][CH2:52][NH:51][CH2:50][CH2:49]2)=[CH:41][CH:40]=1, predict the reaction product. The product is: [F:38][C:39]1[CH:47]=[C:46]2[C:42]([CH2:43][CH2:44][N:45]2[CH:48]2[CH2:53][CH2:52][N:51]([C:36]([NH:33][C:9]3[CH:10]=[C:3]4[C:2](=[O:1])[NH:7][CH2:6][CH2:5][N:4]4[N:8]=3)=[O:21])[CH2:50][CH2:49]2)=[CH:41][CH:40]=1. (3) Given the reactants Br[C:2]1[C:10]2[O:9][C:8]([C:11]3[CH:16]=[CH:15][C:14]([O:17][Si](C(C)(C)C)(C)C)=[CH:13][CH:12]=3)=[CH:7][C:6]=2[CH:5]=[C:4]([O:25][Si](C(C)(C)C)(C)C)[CH:3]=1.[CH2:33]([Sn](CCCC)(CCCC)C=C)[CH2:34]CC.C1(C)C=CC=CC=1P(C1C=CC=CC=1C)C1C=CC=CC=1C.C(C1C2OC=CC=2C=CC=1)=C.[F-].C([N+](CCCC)(CCCC)CCCC)CCC, predict the reaction product. The product is: [OH:17][C:14]1[CH:13]=[CH:12][C:11]([C:8]2[O:9][C:10]3[C:2]([CH:33]=[CH2:34])=[CH:3][C:4]([OH:25])=[CH:5][C:6]=3[CH:7]=2)=[CH:16][CH:15]=1. (4) Given the reactants C(SC1C=C(O)C(=O)NC=1)C1C=CC=CC=1.COC[O:20][C:21]1[C:22](=[O:39])[N:23](COC)[CH:24]=[C:25]([S:27][CH2:28][C:29]2[C:34]([CH3:35])=[CH:33][CH:32]=[CH:31][N:30]=2)[CH:26]=1, predict the reaction product. The product is: [OH:20][C:21]1[C:22](=[O:39])[NH:23][CH:24]=[C:25]([S:27][CH2:28][C:29]2[C:34]([CH3:35])=[CH:33][CH:32]=[CH:31][N:30]=2)[CH:26]=1. (5) Given the reactants [Cl:1][C:2]1[CH:18]=[CH:17][C:16]([C:19]([F:22])([F:21])[F:20])=[CH:15][C:3]=1[C:4]([NH:6][C@H:7]1[CH2:12][CH2:11][C@H:10]([CH2:13][OH:14])[CH2:9][CH2:8]1)=[O:5].N1C=CC=CC=1.[S:29](O[S:29]([C:32]([F:35])([F:34])[F:33])(=[O:31])=[O:30])([C:32]([F:35])([F:34])[F:33])(=[O:31])=[O:30], predict the reaction product. The product is: [Cl:1][C:2]1[CH:18]=[CH:17][C:16]([C:19]([F:20])([F:21])[F:22])=[CH:15][C:3]=1[C:4]([NH:6][C@H:7]1[CH2:12][CH2:11][C@H:10]([CH2:13][O:14][S:29]([C:32]([F:35])([F:34])[F:33])(=[O:31])=[O:30])[CH2:9][CH2:8]1)=[O:5]. (6) Given the reactants O=S(Cl)Cl.[F:5][C:6]1[CH:14]=[C:13]([OH:15])[CH:12]=[C:11]([F:16])[C:7]=1[C:8]([OH:10])=[O:9].[CH3:17]O, predict the reaction product. The product is: [F:5][C:6]1[CH:14]=[C:13]([OH:15])[CH:12]=[C:11]([F:16])[C:7]=1[C:8]([O:10][CH3:17])=[O:9]. (7) Given the reactants [F:1][C:2]1[N:6]([CH3:7])[N:5]=[C:4]([CH:8]([F:10])[F:9])[C:3]=1[CH:11]=[O:12].S(Cl)([Cl:16])(=O)=O, predict the reaction product. The product is: [F:1][C:2]1[N:6]([CH3:7])[N:5]=[C:4]([CH:8]([F:9])[F:10])[C:3]=1[C:11]([Cl:16])=[O:12]. (8) The product is: [CH3:1][O:2][C:3](=[O:39])[NH:4][C@@H:5]1[CH2:10][CH2:9][N:8]([C:11]2[CH:16]=[C:15]([C:17]#[N:18])[CH:14]=[C:13]([NH2:19])[C:12]=2[Cl:27])[CH2:7][C@H:6]1[O:28][Si:29]([CH:33]([CH3:35])[CH3:34])([CH:36]([CH3:38])[CH3:37])[CH:30]([CH3:32])[CH3:31]. Given the reactants [CH3:1][O:2][C:3](=[O:39])[NH:4][C@@H:5]1[CH2:10][CH2:9][N:8]([C:11]2[CH:16]=[C:15]([C:17]#[N:18])[CH:14]=[C:13]([NH:19]C(OC(C)(C)C)=O)[C:12]=2[Cl:27])[CH2:7][C@H:6]1[O:28][Si:29]([CH:36]([CH3:38])[CH3:37])([CH:33]([CH3:35])[CH3:34])[CH:30]([CH3:32])[CH3:31].C(O)(C(F)(F)F)=O, predict the reaction product. (9) Given the reactants [NH2:1][CH2:2][C:3]1[CH:8]=[CH:7][C:6]([C:9]([O:11][C@H:12]2[C@H:32]([O:33][CH3:34])[C@@H:31]([C:35]([O:37][CH3:38])=[O:36])[C@@H:30]3[C@@H:14]([CH2:15][N:16]4[C@H:28]([CH2:29]3)[C:27]3[NH:26][C:25]5[C:20](=[CH:21][CH:22]=[C:23]([O:39][CH3:40])[CH:24]=5)[C:19]=3[CH2:18][CH2:17]4)[CH2:13]2)=[O:10])=[CH:5][CH:4]=1.Cl[C:42]([O:44][CH2:45][CH3:46])=[O:43], predict the reaction product. The product is: [CH2:45]([O:44][C:42]([NH:1][CH2:2][C:3]1[CH:8]=[CH:7][C:6]([C:9]([O:11][C@H:12]2[C@H:32]([O:33][CH3:34])[C@@H:31]([C:35]([O:37][CH3:38])=[O:36])[C@@H:30]3[C@@H:14]([CH2:15][N:16]4[C@H:28]([CH2:29]3)[C:27]3[NH:26][C:25]5[C:20](=[CH:21][CH:22]=[C:23]([O:39][CH3:40])[CH:24]=5)[C:19]=3[CH2:18][CH2:17]4)[CH2:13]2)=[O:10])=[CH:5][CH:4]=1)=[O:43])[CH3:46]. (10) Given the reactants [Cl:1][C:2]1[N:3]=[C:4]([O:9][CH3:10])[C:5]([NH2:8])=[N:6][CH:7]=1.[Cl:11][C:12]1[CH:17]=[CH:16][C:15]([S:18](Cl)(=[O:20])=[O:19])=[CH:14][CH:13]=1, predict the reaction product. The product is: [Cl:11][C:12]1[CH:17]=[CH:16][C:15]([S:18]([NH:8][C:5]2[C:4]([O:9][CH3:10])=[N:3][C:2]([Cl:1])=[CH:7][N:6]=2)(=[O:20])=[O:19])=[CH:14][CH:13]=1.